This data is from Peptide-MHC class I binding affinity with 185,985 pairs from IEDB/IMGT. The task is: Regression. Given a peptide amino acid sequence and an MHC pseudo amino acid sequence, predict their binding affinity value. This is MHC class I binding data. The peptide sequence is MPMSMPIPM. The MHC is HLA-A02:03 with pseudo-sequence HLA-A02:03. The binding affinity (normalized) is 0.0847.